From a dataset of Full USPTO retrosynthesis dataset with 1.9M reactions from patents (1976-2016). Predict the reactants needed to synthesize the given product. (1) Given the product [Cl:1][C:2]1[CH:3]=[CH:4][C:5]2[N:6]([C:8]([C:22]#[C:21][Si:17]([CH3:20])([CH3:19])[CH3:18])=[CH:9][N:10]=2)[N:7]=1, predict the reactants needed to synthesize it. The reactants are: [Cl:1][C:2]1[CH:3]=[CH:4][C:5]2[N:6]([C:8](I)=[CH:9][N:10]=2)[N:7]=1.C1COCC1.[Si:17]([C:21]#[CH:22])([CH3:20])([CH3:19])[CH3:18]. (2) The reactants are: [CH:1]1([CH2:4][O:5][C:6]2[N:11]=[C:10]([C:12]([OH:14])=O)[CH:9]=[CH:8][C:7]=2[N:15]2[CH2:18][C:17]([F:20])([F:19])[CH2:16]2)[CH2:3][CH2:2]1.[O:21]1[C:25]2([CH2:29][CH2:28][NH:27][CH2:26]2)[CH2:24][CH2:23][CH2:22]1.CN(C(ON1N=NC2C=CC=CC1=2)=[N+](C)C)C.[B-](F)(F)(F)F.CCN(C(C)C)C(C)C. Given the product [CH:1]1([CH2:4][O:5][C:6]2[N:11]=[C:10]([C:12]([N:27]3[CH2:28][CH2:29][C:25]4([O:21][CH2:22][CH2:23][CH2:24]4)[CH2:26]3)=[O:14])[CH:9]=[CH:8][C:7]=2[N:15]2[CH2:18][C:17]([F:20])([F:19])[CH2:16]2)[CH2:2][CH2:3]1, predict the reactants needed to synthesize it. (3) Given the product [O:19]=[C:13]1[CH:12]([N:5]2[C:4](=[O:20])[C:3]3[C:7](=[CH:8][CH:9]=[CH:10][C:2]=3[NH:1][CH2:21][CH2:22][CH2:23][CH2:24][CH2:25][CH2:26][CH3:27])[C:6]2=[O:11])[CH2:17][CH2:16][C:15](=[O:18])[NH:14]1, predict the reactants needed to synthesize it. The reactants are: [NH2:1][C:2]1[CH:10]=[CH:9][CH:8]=[C:7]2[C:3]=1[C:4](=[O:20])[N:5]([CH:12]1[CH2:17][CH2:16][C:15](=[O:18])[NH:14][C:13]1=[O:19])[C:6]2=[O:11].[CH:21](=O)[CH2:22][CH2:23][CH2:24][CH2:25][CH2:26][CH3:27].C(O)(=O)C.[BH4-].[Na+]. (4) Given the product [C:11]([S:15]([N:17]=[CH:18][CH2:19][CH2:20][CH2:21][CH2:22][C:23]([O:25][CH3:26])=[O:24])=[O:16])([CH3:14])([CH3:13])[CH3:12], predict the reactants needed to synthesize it. The reactants are: C(OC)(=O)CCCCC=C.[C:11]([S:15]([N:17]=[CH:18][CH2:19][CH2:20][CH2:21][CH2:22][C:23]([O:25][CH2:26]C)=[O:24])=[O:16])([CH3:14])([CH3:13])[CH3:12]. (5) Given the product [CH2:21]([N:23]1[CH:27]=[C:26]([NH:28][C:2]2[N:20]=[C:5]3[C:6]([C:10]4[CH:15]=[CH:14][C:13]([S:16]([CH3:19])(=[O:18])=[O:17])=[CH:12][CH:11]=4)=[CH:7][CH:8]=[CH:9][N:4]3[N:3]=2)[CH:25]=[N:24]1)[CH3:22], predict the reactants needed to synthesize it. The reactants are: Cl[C:2]1[N:20]=[C:5]2[C:6]([C:10]3[CH:15]=[CH:14][C:13]([S:16]([CH3:19])(=[O:18])=[O:17])=[CH:12][CH:11]=3)=[CH:7][CH:8]=[CH:9][N:4]2[N:3]=1.[CH2:21]([N:23]1[CH:27]=[C:26]([NH2:28])[CH:25]=[N:24]1)[CH3:22].C1(P(C2CCCCC2)C2(P(C3CCCCC3)C3CCCCC3)CC=CC=C2C2C=CC=CC=2)CCCCC1. (6) Given the product [Br:1][C:2]1[CH:3]=[CH:4][C:5]([CH2:6][CH:7]2[CH2:8][CH2:9][N:10]([CH3:15])[CH2:11][CH2:12]2)=[CH:13][CH:14]=1, predict the reactants needed to synthesize it. The reactants are: [Br:1][C:2]1[CH:14]=[CH:13][C:5]([CH2:6][CH:7]2[CH2:12][CH2:11][NH:10][CH2:9][CH2:8]2)=[CH:4][CH:3]=1.[CH2:15]=O. (7) Given the product [F:1][C:2]1[CH:3]=[C:4]2[C:8](=[CH:9][CH:10]=1)[CH:7]([CH3:12])[CH:6]=[CH:5]2, predict the reactants needed to synthesize it. The reactants are: [F:1][C:2]1[CH:3]=[C:4]2[C:8](=[CH:9][CH:10]=1)[C:7](=O)[CH2:6][CH2:5]2.[CH3:12][Mg]Br. (8) Given the product [Br:11][C:12]1[CH:17]=[CH:16][C:15]([NH:18]/[N:19]=[C:8](/[C:3]2[CH:4]=[CH:5][CH:6]=[CH:7][C:2]=2[F:1])\[CH3:9])=[CH:14][CH:13]=1, predict the reactants needed to synthesize it. The reactants are: [F:1][C:2]1[CH:7]=[CH:6][CH:5]=[CH:4][C:3]=1[C:8](=O)[CH3:9].[Br:11][C:12]1[CH:17]=[CH:16][C:15]([NH:18][NH2:19])=[CH:14][CH:13]=1.CC([O-])=O.[K+]. (9) Given the product [CH2:33]([N:30]1[CH2:31][CH2:32][N:27]([S:24]([C:7]2[CH:8]=[C:9]([C:10]3[NH:11][C:12](=[O:23])[C:13]4[N:18]([CH3:19])[N:17]=[C:16]([CH2:20][CH2:21][CH3:22])[C:14]=4[N:15]=3)[C:4]([O:3][CH2:1][C:2]3[CH:7]=[CH:8][CH:9]=[CH:4][N:5]=3)=[N:5][CH:6]=2)(=[O:26])=[O:25])[CH2:28][CH2:29]1)[CH3:34], predict the reactants needed to synthesize it. The reactants are: [CH2:1]([O:3][C:4]1[C:9]([C:10]2[NH:11][C:12](=[O:23])[C:13]3[N:18]([CH3:19])[N:17]=[C:16]([CH2:20][CH2:21][CH3:22])[C:14]=3[N:15]=2)=[CH:8][C:7]([S:24]([N:27]2[CH2:32][CH2:31][N:30]([CH2:33][CH3:34])[CH2:29][CH2:28]2)(=[O:26])=[O:25])=[CH:6][N:5]=1)[CH3:2].C[Si]([N-][Si](C)(C)C)(C)C.[K+]. (10) The reactants are: BrC1C=CC(OC2C=CC(C3([N:22]4[CH2:27][CH2:26][N:25]([C:28]5[CH:33]=[CH:32][C:31]([Si:34]([CH3:37])([CH3:36])[CH3:35])=[CH:30][CH:29]=5)[CH2:24][CH2:23]4)C(=O)NC(=O)NC3=O)=CC=2)=CC=1. Given the product [CH3:35][Si:34]([CH3:37])([CH3:36])[C:31]1[CH:30]=[CH:29][C:28]([N:25]2[CH2:26][CH2:27][NH:22][CH2:23][CH2:24]2)=[CH:33][CH:32]=1, predict the reactants needed to synthesize it.